From a dataset of Peptide-MHC class I binding affinity with 185,985 pairs from IEDB/IMGT. Regression. Given a peptide amino acid sequence and an MHC pseudo amino acid sequence, predict their binding affinity value. This is MHC class I binding data. (1) The peptide sequence is IGYRLGMGK. The MHC is HLA-A26:01 with pseudo-sequence HLA-A26:01. The binding affinity (normalized) is 0.0847. (2) The peptide sequence is LPYPVLLKI. The MHC is HLA-A02:16 with pseudo-sequence HLA-A02:16. The binding affinity (normalized) is 0.0847. (3) The peptide sequence is DSPATLSAY. The MHC is HLA-A02:50 with pseudo-sequence HLA-A02:50. The binding affinity (normalized) is 0.0847.